Dataset: Reaction yield outcomes from USPTO patents with 853,638 reactions. Task: Predict the reaction yield, written as a fraction of the theoretical maximum amount of product (1.0 means a 100% yield; for example, 0.34 means a 34% yield). (1) The reactants are Cl.[CH3:2][N:3]([CH3:7])[CH2:4][CH:5]=O.[C:8]([O:11][C@@H:12]([C@:23]12[CH2:58][C:57](=[O:59])[C:56]([CH:60]([CH3:62])[CH3:61])=[C:24]1[C@@H:25]1[C@@:38]([CH3:41])([CH2:39][CH2:40]2)[C@@:37]2([CH3:42])[C@@H:28]([C@:29]3([CH3:55])[C@@H:34]([CH2:35][CH2:36]2)[C:33]([CH3:44])([CH3:43])[C@@H:32]([O:45][C:46](=[O:54])[CH2:47][C:48]([CH3:53])([CH3:52])[C:49]([OH:51])=[O:50])[CH2:31][CH2:30]3)[CH2:27][CH2:26]1)[CH2:13][NH:14][CH2:15][C:16]1[CH:21]=[CH:20][C:19]([Cl:22])=[CH:18][CH:17]=1)(=[O:10])[CH3:9].C([BH3-])#N.[Na+]. The catalyst is CO. The product is [C:8]([O:11][C@@H:12]([C@:23]12[CH2:58][C:57](=[O:59])[C:56]([CH:60]([CH3:62])[CH3:61])=[C:24]1[C@@H:25]1[C@@:38]([CH3:41])([CH2:39][CH2:40]2)[C@@:37]2([CH3:42])[C@@H:28]([C@:29]3([CH3:55])[C@@H:34]([CH2:35][CH2:36]2)[C:33]([CH3:44])([CH3:43])[C@@H:32]([O:45][C:46](=[O:54])[CH2:47][C:48]([CH3:52])([CH3:53])[C:49]([OH:51])=[O:50])[CH2:31][CH2:30]3)[CH2:27][CH2:26]1)[CH2:13][N:14]([CH2:15][C:16]1[CH:17]=[CH:18][C:19]([Cl:22])=[CH:20][CH:21]=1)[CH2:5][CH2:4][N:3]([CH3:7])[CH3:2])(=[O:10])[CH3:9]. The yield is 0.240. (2) The reactants are [CH2:1]([C@H:8]([NH:16][C:17](=[O:26])[O:18][CH2:19][C:20]1[CH:25]=[CH:24][CH:23]=[CH:22][CH:21]=1)[C:9](=[O:15])[NH:10][CH2:11][CH2:12][CH:13]=O)[C:2]1[CH:7]=[CH:6][CH:5]=[CH:4][CH:3]=1.[NH2:27][C@@H:28]([C@H:36]([C@@H:38]1[C@@H:42]([O:43][Si:44]([C:47]([CH3:50])([CH3:49])[CH3:48])([CH3:46])[CH3:45])[C@@H:41]([O:51][Si:52]([C:55]([CH3:58])([CH3:57])[CH3:56])([CH3:54])[CH3:53])[C@H:40]([N:59]2[CH:64]=[CH:63][C:62](=[O:65])[N:61]([CH2:66][C:67]3[CH:72]=[CH:71][C:70]([O:73][CH3:74])=[CH:69][CH:68]=3)[C:60]2=[O:75])[O:39]1)[OH:37])[C:29]([O:31][C:32]([CH3:35])([CH3:34])[CH3:33])=[O:30].C(O[BH-](OC(=O)C)OC(=O)C)(=O)C.[Na+]. The catalyst is C(O)(=O)C.O1CCCC1. The product is [CH2:1]([C@@H:8]([C:9](=[O:15])[NH:10][CH2:11][CH2:12][CH2:13][NH:27][C@@H:28]([C@H:36]([CH:38]1[C@@H:42]([O:43][Si:44]([C:47]([CH3:48])([CH3:49])[CH3:50])([CH3:46])[CH3:45])[C@@H:41]([O:51][Si:52]([C:55]([CH3:58])([CH3:57])[CH3:56])([CH3:53])[CH3:54])[C@H:40]([N:59]2[CH:64]=[CH:63][C:62](=[O:65])[N:61]([CH2:66][C:67]3[CH:72]=[CH:71][C:70]([O:73][CH3:74])=[CH:69][CH:68]=3)[C:60]2=[O:75])[O:39]1)[OH:37])[C:29]([O:31][C:32]([CH3:34])([CH3:33])[CH3:35])=[O:30])[NH:16][C:17](=[O:26])[O:18][CH2:19][C:20]1[CH:25]=[CH:24][CH:23]=[CH:22][CH:21]=1)[C:2]1[CH:7]=[CH:6][CH:5]=[CH:4][CH:3]=1. The yield is 0.210. (3) The reactants are [Cl:1][C:2]1[CH:7]=[CH:6][CH:5]=[C:4]([Cl:8])[C:3]=1[CH2:9][C:10](Cl)=[O:11].[Cl:13][C:14]1[C:19]([NH2:20])=[C:18]([Cl:21])[N:17]=[CH:16][N:15]=1. No catalyst specified. The product is [Cl:1][C:2]1[CH:7]=[CH:6][CH:5]=[C:4]([Cl:8])[C:3]=1[CH2:9][C:10]([NH:20][C:19]1[C:14]([Cl:13])=[N:15][CH:16]=[N:17][C:18]=1[Cl:21])=[O:11]. The yield is 0.840. (4) The reactants are [OH-].[K+].[Br:3][C:4]1[CH:5]=[CH:6][C:7]2[NH:8][C:9]3[C:14]([C:15]=2[CH:16]=1)=[CH:13][C:12]([Br:17])=[CH:11][CH:10]=3.[Br:18][CH2:19][CH2:20][CH2:21]Br. The catalyst is CN(C=O)C.CCOC(C)=O. The product is [Br:17][C:12]1[CH:11]=[CH:10][C:9]2[N:8]([CH2:21][CH2:20][CH2:19][Br:18])[C:7]3[C:15]([C:14]=2[CH:13]=1)=[CH:16][C:4]([Br:3])=[CH:5][CH:6]=3. The yield is 0.286. (5) The reactants are Br[CH2:2][C:3](=O)[C:4]([S:7]([C:10]1[CH:15]=[CH:14][C:13]([Cl:16])=[CH:12][CH:11]=1)(=[O:9])=[O:8])([CH3:6])[CH3:5].[C:18]([C:22]1[CH:23]=[C:24]([C:28]([NH2:30])=[NH:29])[N:25]([CH3:27])[N:26]=1)([CH3:21])([CH3:20])[CH3:19]. The catalyst is C(O)(C)C. The product is [C:18]([C:22]1[CH:23]=[C:24]([C:28]2[NH:29][C:3]([C:4]([S:7]([C:10]3[CH:15]=[CH:14][C:13]([Cl:16])=[CH:12][CH:11]=3)(=[O:9])=[O:8])([CH3:6])[CH3:5])=[CH:2][N:30]=2)[N:25]([CH3:27])[N:26]=1)([CH3:21])([CH3:19])[CH3:20]. The yield is 0.0200. (6) The reactants are [NH2:1][C:2]1[CH:18]=[CH:17][C:5]([CH2:6][NH:7][C:8](=[O:16])[NH:9][CH2:10][C:11]([O:13]CC)=[O:12])=[CH:4][C:3]=1OC.[Li+].[OH-:22].[CH3:23][OH:24]. The catalyst is O. The product is [C:5]([O:22][C:23]([NH:1][C:2]1[CH:3]=[CH:4][C:5]([CH2:6][NH:7][C:8](=[O:16])[NH:9][CH2:10][C:11]([OH:13])=[O:12])=[CH:17][CH:18]=1)=[O:24])([CH3:17])([CH3:6])[CH3:4]. The yield is 0.990. (7) The reactants are [CH3:1][O:2][C:3](=[O:18])[CH2:4][CH:5]1[CH2:10][CH2:9][N:8]([C:11]([O:13][C:14]([CH3:17])([CH3:16])[CH3:15])=[O:12])[CH2:7][CH2:6]1.C1(C)C=CC=CC=1.[N+:26]([C:29]1[CH:36]=[CH:35][CH:34]=[CH:33][C:30]=1[CH2:31]Br)([O-:28])=[O:27]. The product is [CH3:1][O:2][C:3](=[O:18])[CH:4]([CH:5]1[CH2:6][CH2:7][N:8]([C:11]([O:13][C:14]([CH3:15])([CH3:17])[CH3:16])=[O:12])[CH2:9][CH2:10]1)[CH2:31][C:30]1[CH:33]=[CH:34][CH:35]=[CH:36][C:29]=1[N+:26]([O-:28])=[O:27]. The catalyst is O1CCCC1. The yield is 0.410. (8) The reactants are [NH2:1][C:2]1[C:10]2[C:5](=[N:6][C:7]([N:13]3[CH2:18][CH2:17][CH:16]([O:19][Si:20]([C:23]([CH3:26])([CH3:25])[CH3:24])([CH3:22])[CH3:21])[CH2:15][CH2:14]3)=[CH:8]C=2CO)[S:4][C:3]=1[C:27]([NH2:29])=[O:28].[C-:30]#N.[K+].[C:33]([OH:36])(=[O:35])[CH3:34]. The catalyst is CO.O=[Mn]=O. The product is [CH3:30][O:35][C:33]([C:34]1[C:10]2[C:2]([NH2:1])=[C:3]([C:27](=[O:28])[NH2:29])[S:4][C:5]=2[N:6]=[C:7]([N:13]2[CH2:18][CH2:17][CH:16]([O:19][Si:20]([C:23]([CH3:26])([CH3:24])[CH3:25])([CH3:22])[CH3:21])[CH2:15][CH2:14]2)[CH:8]=1)=[O:36]. The yield is 0.600.